This data is from Catalyst prediction with 721,799 reactions and 888 catalyst types from USPTO. The task is: Predict which catalyst facilitates the given reaction. (1) Reactant: [P:1](Cl)([O:8][CH2:9][CH2:10][CH2:11][CH3:12])([O:3][CH2:4][CH2:5][CH2:6][CH3:7])=[O:2].ClCCl.[CH2:17]([OH:21])[CH:18]([CH3:20])[CH3:19]. Product: [P:1]([O:21][CH2:17][CH:18]([CH3:20])[CH3:19])([O:8][CH2:9][CH2:10][CH2:11][CH3:12])([O:3][CH2:4][CH2:5][CH2:6][CH3:7])=[O:2]. The catalyst class is: 17. (2) Reactant: [F:1][C:2]1[CH:12]=[CH:11][CH:10]=[C:4]2[C:5]([O:7][C:8](=[O:9])[C:3]=12)=O.[CH3:13][C:14]1[CH:15]=[C:16]([CH:31]=[CH:32][C:33]=1[NH2:34])[CH2:17][N:18]1[C:22]([C:23]([F:26])([F:25])[F:24])=[CH:21][C:20]([C:27]([F:30])([F:29])[F:28])=[N:19]1. Product: [F:30][C:27]([F:28])([F:29])[C:20]1[CH:21]=[C:22]([C:23]([F:26])([F:24])[F:25])[N:18]([CH2:17][C:16]2[CH:31]=[CH:32][C:33]([N:34]3[C:8](=[O:9])[C:3]4[C:4](=[CH:10][CH:11]=[CH:12][C:2]=4[F:1])[C:5]3=[O:7])=[C:14]([CH3:13])[CH:15]=2)[N:19]=1. The catalyst class is: 15. (3) Reactant: C(O)(C(F)(F)F)=O.[S:8]1[CH:12]=[CH:11][N:10]=[C:9]1[C:13]([N:15]1[CH2:20][CH2:19][CH:18]([CH:21]2[CH2:24][N:23](C(OC(C)(C)C)=O)[CH2:22]2)[CH2:17][CH2:16]1)=[O:14]. Product: [NH:23]1[CH2:22][CH:21]([CH:18]2[CH2:17][CH2:16][N:15]([C:13]([C:9]3[S:8][CH:12]=[CH:11][N:10]=3)=[O:14])[CH2:20][CH2:19]2)[CH2:24]1. The catalyst class is: 2. (4) Product: [Cl:19][CH2:2][CH2:3][CH:4]([C:7]1[CH:12]=[CH:11][CH:10]=[CH:9][C:8]=1[C:13]([F:16])([F:15])[F:14])[C:5]#[N:6]. The catalyst class is: 17. Reactant: O[CH2:2][CH2:3][CH:4]([C:7]1[CH:12]=[CH:11][CH:10]=[CH:9][C:8]=1[C:13]([F:16])([F:15])[F:14])[C:5]#[N:6].S(Cl)([Cl:19])=O.O. (5) Reactant: [CH3:1][N:2]1[C:6]2[CH:7]=[C:8](C(O)=O)[CH:9]=[CH:10][C:5]=2[O:4][C:3]1=[O:14].C(Cl)(=O)[C:16]([Cl:18])=[O:17]. Product: [CH3:1][N:2]1[C:6]2[CH:7]=[CH:8][C:9]([C:16]([Cl:18])=[O:17])=[CH:10][C:5]=2[O:4][C:3]1=[O:14]. The catalyst class is: 59. (6) Reactant: [C:1]([C:4]1[N:9]=[N:8][C:7]([NH:10][C@@H:11]2[CH2:16][CH2:15][O:14][CH2:13][C@@H:12]2[NH:17]C(=O)OC(C)(C)C)=[CH:6][C:5]=1[NH:25][C:26]1[CH:31]=[C:30]([CH3:32])[CH:29]=[C:28]([CH2:33][CH2:34][CH3:35])[N:27]=1)(=[O:3])[NH2:2].FC(F)(F)C(O)=O. Product: [NH2:17][C@@H:12]1[C@H:11]([NH:10][C:7]2[N:8]=[N:9][C:4]([C:1]([NH2:2])=[O:3])=[C:5]([NH:25][C:26]3[CH:31]=[C:30]([CH3:32])[CH:29]=[C:28]([CH2:33][CH2:34][CH3:35])[N:27]=3)[CH:6]=2)[CH2:16][CH2:15][O:14][CH2:13]1. The catalyst class is: 4. (7) Reactant: [CH3:1][S:2](Cl)(=[O:4])=[O:3].[NH2:6][C:7]1[CH:12]=[C:11]([N+:13]([O-:15])=[O:14])[CH:10]=[CH:9][C:8]=1[C:16]([N:18]1[CH2:23][CH2:22][O:21][CH2:20][CH2:19]1)=[O:17]. Product: [N:18]1([C:16]([C:8]2[CH:9]=[CH:10][C:11]([N+:13]([O-:15])=[O:14])=[CH:12][C:7]=2[NH:6][S:2]([CH3:1])(=[O:4])=[O:3])=[O:17])[CH2:23][CH2:22][O:21][CH2:20][CH2:19]1. The catalyst class is: 17. (8) Reactant: [CH3:1][NH:2][CH:3]1[CH2:7][CH2:6][CH2:5][CH2:4]1.Cl[C:9]1[N:14]=[C:13]([N:15]2[CH2:20][CH2:19][CH:18]([C:21]3[CH:26]=[CH:25][C:24]([CH:27]([CH3:33])[C:28]([NH:30][CH2:31][CH3:32])=[O:29])=[CH:23][CH:22]=3)[CH2:17][CH2:16]2)[CH:12]=[CH:11][N:10]=1.CCN(C(C)C)C(C)C. Product: [CH:3]1([N:2]([CH3:1])[C:9]2[N:14]=[C:13]([N:15]3[CH2:16][CH2:17][CH:18]([C:21]4[CH:26]=[CH:25][C:24]([CH:27]([CH3:33])[C:28]([NH:30][CH2:31][CH3:32])=[O:29])=[CH:23][CH:22]=4)[CH2:19][CH2:20]3)[CH:12]=[CH:11][N:10]=2)[CH2:7][CH2:6][CH2:5][CH2:4]1. The catalyst class is: 37.